This data is from Forward reaction prediction with 1.9M reactions from USPTO patents (1976-2016). The task is: Predict the product of the given reaction. (1) Given the reactants Cl.[NH:2]1[CH2:5][CH:4]([OH:6])[CH2:3]1.CC([O-])(C)C.[K+].CS(C)=O.[C:17]([O:21][C:22]([N:24]1[CH2:29][CH2:28][CH:27]([C:30]2[C:39]3[C:34](=[CH:35][C:36](F)=[CH:37][CH:38]=3)[N:33]=[CH:32][N:31]=2)[CH2:26][CH2:25]1)=[O:23])([CH3:20])([CH3:19])[CH3:18], predict the reaction product. The product is: [C:17]([O:21][C:22]([N:24]1[CH2:29][CH2:28][CH:27]([C:30]2[C:39]3[C:34](=[CH:35][C:36]([O:6][CH:4]4[CH2:5][NH:2][CH2:3]4)=[CH:37][CH:38]=3)[N:33]=[CH:32][N:31]=2)[CH2:26][CH2:25]1)=[O:23])([CH3:20])([CH3:18])[CH3:19]. (2) Given the reactants [CH:1]([C:3]1[CH:8]=[CH:7][C:6]([C:9]2[CH:14]=[CH:13][C:12]([CH2:15][CH2:16][C:17]([C:19]3[O:20][C:21]([C:24]4[N:29]=[C:28]([C:30]([O:32][CH3:33])=[O:31])[CH:27]=[CH:26][CH:25]=4)=[CH:22][N:23]=3)=[O:18])=[CH:11][CH:10]=2)=[CH:5][CH:4]=1)=O.[NH:34]1[CH2:39][CH2:38][S:37][CH2:36][CH2:35]1.[BH-](OC(C)=O)(OC(C)=O)OC(C)=O.[Na+], predict the reaction product. The product is: [S:37]1[CH2:38][CH2:39][N:34]([CH2:1][C:3]2[CH:8]=[CH:7][C:6]([C:9]3[CH:14]=[CH:13][C:12]([CH2:15][CH2:16][C:17]([C:19]4[O:20][C:21]([C:24]5[N:29]=[C:28]([C:30]([O:32][CH3:33])=[O:31])[CH:27]=[CH:26][CH:25]=5)=[CH:22][N:23]=4)=[O:18])=[CH:11][CH:10]=3)=[CH:5][CH:4]=2)[CH2:35][CH2:36]1. (3) The product is: [Br:22][C:23]1[S:24][C:25]([CH3:30])=[C:26]([CH2:28][O:1][N:2]=[C:3]([C:10]2[N:14]([CH3:15])[N:13]=[N:12][N:11]=2)[C:4]2[CH:5]=[CH:6][CH:7]=[CH:8][CH:9]=2)[N:27]=1. Given the reactants [OH:1][N:2]=[C:3]([C:10]1[N:14]([CH3:15])[N:13]=[N:12][N:11]=1)[C:4]1[CH:9]=[CH:8][CH:7]=[CH:6][CH:5]=1.C([O-])([O-])=O.[Cs+].[Cs+].[Br:22][C:23]1[S:24][C:25]([CH3:30])=[C:26]([CH2:28]Br)[N:27]=1, predict the reaction product. (4) Given the reactants [Cl:1][C:2]1[CH:3]=[C:4]([S:8]([NH:11][C:12]2[CH:20]=[CH:19][C:15]([C:16]([OH:18])=[O:17])=[C:14]([OH:21])[CH:13]=2)(=[O:10])=[O:9])[S:5][C:6]=1[Cl:7].[O:22]([CH:29](O)[CH3:30])[C:23]1[CH:28]=[CH:27][CH:26]=[CH:25][CH:24]=1, predict the reaction product. The product is: [Cl:1][C:2]1[CH:3]=[C:4]([S:8]([NH:11][C:12]2[CH:20]=[CH:19][C:15]([C:16]([O:18][CH2:30][CH2:29][O:22][C:23]3[CH:28]=[CH:27][CH:26]=[CH:25][CH:24]=3)=[O:17])=[C:14]([OH:21])[CH:13]=2)(=[O:9])=[O:10])[S:5][C:6]=1[Cl:7]. (5) Given the reactants [CH3:1][C:2]1[C:3](=[O:10])[N:4]=[C:5](SC)[NH:6][CH:7]=1.[Cl:11][C:12]1[CH:27]=[CH:26][C:15]([O:16][C:17]2[CH:22]=[CH:21][C:20]([CH2:23][CH2:24][NH2:25])=[CH:19][CH:18]=2)=[CH:14][C:13]=1[C:28]([F:31])([F:30])[F:29], predict the reaction product. The product is: [Cl:11][C:12]1[CH:27]=[CH:26][C:15]([O:16][C:17]2[CH:22]=[CH:21][C:20]([CH2:23][CH2:24][NH:25][C:5]3[NH:6][CH:7]=[C:2]([CH3:1])[C:3](=[O:10])[N:4]=3)=[CH:19][CH:18]=2)=[CH:14][C:13]=1[C:28]([F:29])([F:30])[F:31]. (6) Given the reactants [Cl:1][C:2]1[N:7]=[C:6](Cl)[C:5]([NH2:9])=[CH:4][N:3]=1.CCN(C(C)C)C(C)C.[NH:19]1[CH2:24][CH2:23][O:22][CH2:21][CH:20]1[C:25](O)=[O:26].CS(C)=O, predict the reaction product. The product is: [Cl:1][C:2]1[N:3]=[CH:4][C:5]2[NH:9][C:25](=[O:26])[CH:20]3[CH2:21][O:22][CH2:23][CH2:24][N:19]3[C:6]=2[N:7]=1. (7) Given the reactants Cl[C:2]1[NH:7][C:6](=[O:8])[C:5]2[CH:9]=[CH:10][S:11][C:4]=2[CH:3]=1.[CH3:12][N:13]1[CH2:18][CH2:17][NH:16][CH2:15][CH2:14]1, predict the reaction product. The product is: [CH3:12][N:13]1[CH2:18][CH2:17][N:16]([C:2]2[NH:7][C:6](=[O:8])[C:5]3[CH:9]=[CH:10][S:11][C:4]=3[CH:3]=2)[CH2:15][CH2:14]1.